Dataset: NCI-60 drug combinations with 297,098 pairs across 59 cell lines. Task: Regression. Given two drug SMILES strings and cell line genomic features, predict the synergy score measuring deviation from expected non-interaction effect. (1) Cell line: U251. Synergy scores: CSS=25.0, Synergy_ZIP=-3.60, Synergy_Bliss=-0.594, Synergy_Loewe=-1.42, Synergy_HSA=-0.404. Drug 2: CC1C(C(CC(O1)OC2CC(OC(C2O)C)OC3=CC4=CC5=C(C(=O)C(C(C5)C(C(=O)C(C(C)O)O)OC)OC6CC(C(C(O6)C)O)OC7CC(C(C(O7)C)O)OC8CC(C(C(O8)C)O)(C)O)C(=C4C(=C3C)O)O)O)O. Drug 1: C1=NC2=C(N1)C(=S)N=C(N2)N. (2) Drug 1: C1CC(=O)NC(=O)C1N2CC3=C(C2=O)C=CC=C3N. Drug 2: C1=C(C(=O)NC(=O)N1)F. Cell line: NCI-H322M. Synergy scores: CSS=33.7, Synergy_ZIP=-1.40, Synergy_Bliss=1.83, Synergy_Loewe=-2.12, Synergy_HSA=3.76. (3) Drug 1: CCC1=CC2CC(C3=C(CN(C2)C1)C4=CC=CC=C4N3)(C5=C(C=C6C(=C5)C78CCN9C7C(C=CC9)(C(C(C8N6C)(C(=O)OC)O)OC(=O)C)CC)OC)C(=O)OC.C(C(C(=O)O)O)(C(=O)O)O. Drug 2: C(=O)(N)NO. Cell line: CCRF-CEM. Synergy scores: CSS=39.6, Synergy_ZIP=-8.36, Synergy_Bliss=-3.22, Synergy_Loewe=-4.51, Synergy_HSA=-0.000610. (4) Drug 1: CS(=O)(=O)OCCCCOS(=O)(=O)C. Drug 2: C1C(C(OC1N2C=NC3=C2NC=NCC3O)CO)O. Cell line: UACC62. Synergy scores: CSS=6.04, Synergy_ZIP=-2.00, Synergy_Bliss=-4.31, Synergy_Loewe=-3.69, Synergy_HSA=-4.61. (5) Drug 1: C1CNP(=O)(OC1)N(CCCl)CCCl. Drug 2: C1CN(P(=O)(OC1)NCCCl)CCCl. Cell line: SNB-19. Synergy scores: CSS=1.54, Synergy_ZIP=1.68, Synergy_Bliss=5.06, Synergy_Loewe=1.63, Synergy_HSA=2.55. (6) Drug 1: CN(C)C1=NC(=NC(=N1)N(C)C)N(C)C. Drug 2: CN1C2=C(C=C(C=C2)N(CCCl)CCCl)N=C1CCCC(=O)O.Cl. Cell line: MDA-MB-435. Synergy scores: CSS=-4.37, Synergy_ZIP=3.07, Synergy_Bliss=2.63, Synergy_Loewe=-3.15, Synergy_HSA=-2.59. (7) Drug 1: C1=CN(C=N1)CC(O)(P(=O)(O)O)P(=O)(O)O. Drug 2: CCN(CC)CCCC(C)NC1=C2C=C(C=CC2=NC3=C1C=CC(=C3)Cl)OC. Cell line: SK-MEL-2. Synergy scores: CSS=12.0, Synergy_ZIP=-2.46, Synergy_Bliss=-4.20, Synergy_Loewe=-7.34, Synergy_HSA=-6.28. (8) Drug 1: CC(C1=C(C=CC(=C1Cl)F)Cl)OC2=C(N=CC(=C2)C3=CN(N=C3)C4CCNCC4)N. Drug 2: CNC(=O)C1=CC=CC=C1SC2=CC3=C(C=C2)C(=NN3)C=CC4=CC=CC=N4. Cell line: HCT-15. Synergy scores: CSS=7.94, Synergy_ZIP=-0.331, Synergy_Bliss=5.06, Synergy_Loewe=3.65, Synergy_HSA=3.48. (9) Drug 2: COCCOC1=C(C=C2C(=C1)C(=NC=N2)NC3=CC=CC(=C3)C#C)OCCOC.Cl. Synergy scores: CSS=28.4, Synergy_ZIP=-2.05, Synergy_Bliss=1.68, Synergy_Loewe=-3.15, Synergy_HSA=1.99. Cell line: HOP-62. Drug 1: CC1CCC2CC(C(=CC=CC=CC(CC(C(=O)C(C(C(=CC(C(=O)CC(OC(=O)C3CCCCN3C(=O)C(=O)C1(O2)O)C(C)CC4CCC(C(C4)OC)O)C)C)O)OC)C)C)C)OC.